Dataset: Reaction yield outcomes from USPTO patents with 853,638 reactions. Task: Predict the reaction yield, written as a fraction of the theoretical maximum amount of product (1.0 means a 100% yield; for example, 0.34 means a 34% yield). (1) The yield is 0.720. The product is [ClH:40].[N:25]1[CH:30]=[CH:29][C:28]([C:2]2[CH:11]=[CH:10][CH:9]=[C:8]3[C:3]=2[CH:4]=[N:5][N:6]([CH2:13][CH2:14][C:15]2[CH:24]=[CH:23][C:22]4[C:17](=[CH:18][CH:19]=[CH:20][CH:21]=4)[N:16]=2)[C:7]3=[O:12])=[CH:27][CH:26]=1. The reactants are Br[C:2]1[CH:11]=[CH:10][CH:9]=[C:8]2[C:3]=1[CH:4]=[N:5][N:6]([CH2:13][CH2:14][C:15]1[CH:24]=[CH:23][C:22]3[C:17](=[CH:18][CH:19]=[CH:20][CH:21]=3)[N:16]=1)[C:7]2=[O:12].[N:25]1[CH:30]=[CH:29][C:28](B(O)O)=[CH:27][CH:26]=1.C([O-])([O-])=O.[Na+].[Na+].[ClH:40]. The catalyst is C(O)C.C1(C)C=CC=CC=1.CC(=O)OCC.C(Cl)Cl.CO. (2) The product is [Cl:20][C:21]1[CH:22]=[C:23]([S:28]([N:12]([CH2:11][CH2:10][N:9]([CH3:14])[CH3:8])[CH3:13])(=[O:30])=[O:29])[CH:24]=[N:25][C:26]=1[Cl:27]. The yield is 0.730. The reactants are C(N(CC)CC)C.[CH3:8][N:9]([CH3:14])[CH2:10][CH2:11][NH:12][CH3:13].O1CCCC1.[Cl:20][C:21]1[CH:22]=[C:23]([S:28](Cl)(=[O:30])=[O:29])[CH:24]=[N:25][C:26]=1[Cl:27]. The catalyst is O. (3) The reactants are C(OC([NH:8][C:9]1[S:13][C:12]([C:14]2[C:19]([F:20])=[CH:18][CH:17]=[CH:16][C:15]=2[F:21])=[N:11][C:10]=1[C:22]([OH:24])=O)=O)(C)(C)C.[NH2:25][C:26]1[C:27]([N:35]2[CH2:40][C@H:39]([CH3:41])[CH2:38][C@H:37]([NH:42]C(=O)OC(C)(C)C)[CH2:36]2)=[C:28]2[CH2:34][CH2:33][O:32][C:29]2=[N:30][CH:31]=1.CN(C(ON1N=NC2C=CC=NC1=2)=[N+](C)C)C.F[P-](F)(F)(F)(F)F.CCN(C(C)C)C(C)C. The catalyst is CN(C=O)C. The product is [NH2:8][C:9]1[S:13][C:12]([C:14]2[C:15]([F:21])=[CH:16][CH:17]=[CH:18][C:19]=2[F:20])=[N:11][C:10]=1[C:22]([NH:25][C:26]1[C:27]([N:35]2[CH2:40][C@H:39]([CH3:41])[CH2:38][C@H:37]([NH2:42])[CH2:36]2)=[C:28]2[CH2:34][CH2:33][O:32][C:29]2=[N:30][CH:31]=1)=[O:24]. The yield is 0.440. (4) The product is [CH3:23][O:24][C:25](=[O:47])[C@@H:26]([NH:30][S:31]([C:34]1[CH:39]=[CH:38][C:37]([C:40]2[CH:41]=[CH:42][C:43]([NH:46][C:10]([C:8]3[O:9][C:5]4[CH:4]=[CH:3][C:2]([Cl:1])=[C:14]([O:15][CH3:16])[C:6]=4[C:7]=3[CH3:13])=[O:12])=[CH:44][CH:45]=2)=[CH:36][CH:35]=1)(=[O:33])=[O:32])[CH:27]([CH3:29])[CH3:28]. The reactants are [Cl:1][C:2]1[CH:3]=[CH:4][C:5]2[O:9][C:8]([C:10]([OH:12])=O)=[C:7]([CH3:13])[C:6]=2[C:14]=1[O:15][CH3:16].C(Cl)(=O)C(Cl)=O.[CH3:23][O:24][C:25](=[O:47])[C@@H:26]([NH:30][S:31]([C:34]1[CH:39]=[CH:38][C:37]([C:40]2[CH:45]=[CH:44][C:43]([NH2:46])=[CH:42][CH:41]=2)=[CH:36][CH:35]=1)(=[O:33])=[O:32])[CH:27]([CH3:29])[CH3:28].N1C=CC=CC=1. The yield is 0.860. The catalyst is ClCCl. (5) The reactants are FC(F)(F)C(O)=O.C([O:12][C:13](=[O:30])[CH2:14][CH2:15][CH2:16][S:17][C:18]1[CH:28]=[CH:27][C:26]([F:29])=[CH:25][C:19]=1[C:20]([O:22][CH2:23][CH3:24])=[O:21])(C)(C)C. The catalyst is ClCCl. The product is [CH2:23]([O:22][C:20]([C:19]1[CH:25]=[C:26]([F:29])[CH:27]=[CH:28][C:18]=1[S:17][CH2:16][CH2:15][CH2:14][C:13]([OH:30])=[O:12])=[O:21])[CH3:24]. The yield is 1.00.